Dataset: Reaction yield outcomes from USPTO patents with 853,638 reactions. Task: Predict the reaction yield, written as a fraction of the theoretical maximum amount of product (1.0 means a 100% yield; for example, 0.34 means a 34% yield). (1) The reactants are [I:1][C:2]1[C:10]2[C:5](=[CH:6][CH:7]=[C:8]([CH3:11])[CH:9]=2)[NH:4][N:3]=1.[C:12]([O:16][C:17](O[C:17]([O:16][C:12]([CH3:15])([CH3:14])[CH3:13])=[O:18])=[O:18])([CH3:15])([CH3:14])[CH3:13]. The catalyst is C(#N)C.CN(C1C=CN=CC=1)C. The product is [I:1][C:2]1[C:10]2[C:5](=[CH:6][CH:7]=[C:8]([CH3:11])[CH:9]=2)[N:4]([C:17]([O:16][C:12]([CH3:15])([CH3:14])[CH3:13])=[O:18])[N:3]=1. The yield is 0.999. (2) The reactants are Br[C:2]1[CH:11]=[C:10]2[C:5]([CH:6]=[C:7]([NH:12][C:13]([CH:15]3[CH2:17][CH2:16]3)=[O:14])[N:8]=[CH:9]2)=[CH:4][CH:3]=1.[O:18]1CCOCC1.[OH-].[K+]. The catalyst is C1C=CC(/C=C/C(/C=C/C2C=CC=CC=2)=O)=CC=1.C1C=CC(/C=C/C(/C=C/C2C=CC=CC=2)=O)=CC=1.C1C=CC(/C=C/C(/C=C/C2C=CC=CC=2)=O)=CC=1.C(Cl)(Cl)Cl.[Pd].[Pd].C(P(C(C)(C)C)C1C(C)=C(C)C(C)=C(C)C=1C1C(CCC)=CC(CCC)=CC=1CCC)(C)(C)C.O. The product is [OH:18][C:2]1[CH:11]=[C:10]2[C:5]([CH:6]=[C:7]([NH:12][C:13]([CH:15]3[CH2:17][CH2:16]3)=[O:14])[N:8]=[CH:9]2)=[CH:4][CH:3]=1. The yield is 0.760. (3) The reactants are [CH3:1][C:2]1([CH3:10])[O:9][C:7](=[O:8])[CH2:6][C:4](=[O:5])[O:3]1.[CH:11](OCC)(OCC)OCC.[NH2:21][C:22]1[CH:31]=[CH:30][C:25]([C:26]([O:28][CH3:29])=[O:27])=[C:24]([OH:32])[CH:23]=1. The catalyst is CC(O)C. The product is [CH3:1][C:2]1([CH3:10])[O:9][C:7](=[O:8])[C:6](=[CH:11][NH:21][C:22]2[CH:31]=[CH:30][C:25]([C:26]([O:28][CH3:29])=[O:27])=[C:24]([OH:32])[CH:23]=2)[C:4](=[O:5])[O:3]1. The yield is 0.958. (4) The reactants are O[C@@H:2]1[CH2:7][CH2:6][CH2:5][N:4]([C:8]([C:10]2[CH:11]=[N:12][O:13][C:14]=2[CH3:15])=[O:9])[CH2:3]1.[C:16]1([C:22]2[NH:26][N:25]=[N:24][N:23]=2)[CH:21]=[CH:20][CH:19]=[CH:18][CH:17]=1. No catalyst specified. The product is [CH3:15][C:14]1[O:13][N:12]=[CH:11][C:10]=1[C:8]([N:4]1[CH2:5][CH2:6][CH2:7][C@H:2]([N:24]2[N:25]=[N:26][C:22]([C:16]3[CH:21]=[CH:20][CH:19]=[CH:18][CH:17]=3)=[N:23]2)[CH2:3]1)=[O:9]. The yield is 0.140. (5) The reactants are [CH2:1]([N:8]([C:18]1[CH:19]=[C:20]2[C:25](=[CH:26][CH:27]=1)[C:24](=[O:28])[NH:23][CH2:22][CH2:21]2)[S:9]([C:12]1[CH:16]=[CH:15][N:14]([CH3:17])[N:13]=1)(=[O:11])=[O:10])[C:2]1[CH:7]=[CH:6][CH:5]=[CH:4][CH:3]=1.[H-].[Na+].I[CH2:32][CH3:33]. The catalyst is C1COCC1. The product is [CH2:1]([N:8]([C:18]1[CH:19]=[C:20]2[C:25](=[CH:26][CH:27]=1)[C:24](=[O:28])[N:23]([CH2:32][CH3:33])[CH2:22][CH2:21]2)[S:9]([C:12]1[CH:16]=[CH:15][N:14]([CH3:17])[N:13]=1)(=[O:11])=[O:10])[C:2]1[CH:7]=[CH:6][CH:5]=[CH:4][CH:3]=1. The yield is 0.240.